From a dataset of Forward reaction prediction with 1.9M reactions from USPTO patents (1976-2016). Predict the product of the given reaction. (1) Given the reactants C(OC([N:8]1[C@H:20]([C:21]([OH:23])=[O:22])[CH2:19][C:18]2[C:17]3[C:12](=[CH:13][CH:14]=[CH:15][CH:16]=3)[N:11]([CH2:24][C:25]3[CH:30]=[CH:29][C:28]([F:31])=[CH:27][CH:26]=3)[C:10]=2[CH2:9]1)=O)(C)(C)C.Cl.O1CCOCC1.CCN(CC)CC, predict the reaction product. The product is: [F:31][C:28]1[CH:29]=[CH:30][C:25]([CH2:24][N:11]2[C:12]3[C:17](=[CH:16][CH:15]=[CH:14][CH:13]=3)[C:18]3[CH2:19][C@@H:20]([C:21]([OH:23])=[O:22])[NH:8][CH2:9][C:10]2=3)=[CH:26][CH:27]=1. (2) Given the reactants [CH3:1][N:2]1[CH:6]=[CH:5][C:4]([NH:7][C:8]([C:10]2[C:15]([NH:16][C:17]3[CH:18]=[N:19][CH:20]=[CH:21][CH:22]=3)=[CH:14][CH:13]=[C:12]([CH3:23])[N:11]=2)=[O:9])=[N:3]1.BrC1C=C(C#N)[CH:28]=[N:29]C=1, predict the reaction product. The product is: [CH3:1][N:2]1[CH:6]=[CH:5][C:4]([NH:7][C:8]([C:10]2[C:15]([NH:16][C:17]3[CH:18]=[N:19][CH:20]=[C:21]([C:28]#[N:29])[CH:22]=3)=[CH:14][CH:13]=[C:12]([CH3:23])[N:11]=2)=[O:9])=[N:3]1. (3) Given the reactants [C:1]([OH:4])(=O)[CH3:2].C1C=CC2N(O)N=NC=2C=1.CN1CCOCC1.C(Cl)CCl.[NH2:26][C:27]1[CH:28]=[C:29]([C:33]2[N:38]=[C:37]([NH:39][C:40]3[CH:45]=[C:44]([O:46][CH3:47])[C:43]([O:48][CH3:49])=[C:42]([O:50][CH3:51])[CH:41]=3)[C:36]3=[C:52]([CH3:56])[N:53]=[C:54]([CH3:55])[N:35]3[N:34]=2)[CH:30]=[CH:31][CH:32]=1, predict the reaction product. The product is: [CH3:56][C:52]1[N:53]=[C:54]([CH3:55])[N:35]2[C:36]=1[C:37]([NH:39][C:40]1[CH:41]=[C:42]([O:50][CH3:51])[C:43]([O:48][CH3:49])=[C:44]([O:46][CH3:47])[CH:45]=1)=[N:38][C:33]([C:29]1[CH:28]=[C:27]([NH:26][C:1](=[O:4])[CH3:2])[CH:32]=[CH:31][CH:30]=1)=[N:34]2. (4) Given the reactants [Cl:1][C:2]1[CH:3]=[CH:4][C:5]([O:29][CH:30]([F:32])[F:31])=[C:6]([C:8]2[C:12]([NH:13][C:14]([C:16]3[CH:17]=[N:18][N:19]4[CH:24]=[CH:23][CH:22]=[N:21][C:20]=34)=[O:15])=[CH:11][N:10]([CH2:25][C:26](O)=[O:27])[N:9]=2)[CH:7]=1.Cl.[N:34]1([CH2:40][CH2:41][C:42]([O:44][CH3:45])=[O:43])[CH2:39][CH2:38][NH:37][CH2:36][CH2:35]1.CCN(C(C)C)C(C)C.CN(C(ON1N=NC2C=CC=NC1=2)=[N+](C)C)C.F[P-](F)(F)(F)(F)F, predict the reaction product. The product is: [Cl:1][C:2]1[CH:3]=[CH:4][C:5]([O:29][CH:30]([F:32])[F:31])=[C:6]([C:8]2[C:12]([NH:13][C:14]([C:16]3[CH:17]=[N:18][N:19]4[CH:24]=[CH:23][CH:22]=[N:21][C:20]=34)=[O:15])=[CH:11][N:10]([CH2:25][C:26]([N:37]3[CH2:38][CH2:39][N:34]([CH2:40][CH2:41][C:42]([O:44][CH3:45])=[O:43])[CH2:35][CH2:36]3)=[O:27])[N:9]=2)[CH:7]=1.